This data is from Forward reaction prediction with 1.9M reactions from USPTO patents (1976-2016). The task is: Predict the product of the given reaction. (1) Given the reactants C[O:2][C:3]([C:5]1[C:6]([C:24]2[CH:29]=[CH:28][C:27]([C:30]([OH:32])=O)=[CH:26][CH:25]=2)=[CH:7][CH:8]=[C:9]([C:11]2[S:12][CH:13]=[C:14]([C:16]3[CH:21]=[CH:20][C:19]([Cl:22])=[C:18]([Cl:23])[CH:17]=3)[N:15]=2)[CH:10]=1)=[O:4].[C:33]1([CH2:39][CH2:40][NH2:41])[CH:38]=[CH:37][CH:36]=[CH:35][CH:34]=1, predict the reaction product. The product is: [Cl:23][C:18]1[CH:17]=[C:16]([C:14]2[N:15]=[C:11]([C:9]3[CH:10]=[C:5]([C:3]([OH:2])=[O:4])[C:6]([C:24]4[CH:25]=[CH:26][C:27]([C:30](=[O:32])[NH:41][CH2:40][CH2:39][C:33]5[CH:38]=[CH:37][CH:36]=[CH:35][CH:34]=5)=[CH:28][CH:29]=4)=[CH:7][CH:8]=3)[S:12][CH:13]=2)[CH:21]=[CH:20][C:19]=1[Cl:22]. (2) Given the reactants [Cl:1][C:2]1[C:6]([N:7]2[CH2:11][CH2:10][C:9](=[CH2:12])[C:8]2=[O:13])=[CH:5][N:4]([C:14]2[CH:15]=[N:16][CH:17]=[CH:18][CH:19]=2)[N:3]=1.[OH-].[K+].[C:22](=O)(SC)[S:23]C.O, predict the reaction product. The product is: [Cl:1][C:2]1[C:6]([N:7]2[CH2:11][CH2:10][CH:9]([CH2:12][S:23][CH3:22])[C:8]2=[O:13])=[CH:5][N:4]([C:14]2[CH:15]=[N:16][CH:17]=[CH:18][CH:19]=2)[N:3]=1.